From a dataset of Catalyst prediction with 721,799 reactions and 888 catalyst types from USPTO. Predict which catalyst facilitates the given reaction. (1) Reactant: [C:1]([O:5][C:6]([N:8]([CH3:16])[C@@H:9]([CH:13]1[CH2:15][CH2:14]1)[C:10]([OH:12])=O)=[O:7])([CH3:4])([CH3:3])[CH3:2].[NH2:17][C@@H:18]([CH:46]1[CH2:51][CH2:50][CH2:49][CH2:48][CH2:47]1)[C:19]([N:21]1[C@H:26]([C:27]([NH:29][C@H:30]2[C:39]3[C:34](=[CH:35][CH:36]=[CH:37][CH:38]=3)[O:33][CH2:32][CH2:31]2)=[O:28])[CH2:25][N:24]2[CH2:40][C@H:41]([O:43][CH2:44][CH3:45])[CH2:42][C@@H:23]2[CH2:22]1)=[O:20].Cl.C(N=C=NCCCN(C)C)C.ON1C2C=CC=CC=2N=N1.C(N(CC)C(C)C)(C)C.C(=O)([O-])O.[Na+]. Product: [C:1]([O:5][C:6](=[O:7])[N:8]([C@@H:9]([CH:13]1[CH2:15][CH2:14]1)[C:10]([NH:17][C@@H:18]([CH:46]1[CH2:51][CH2:50][CH2:49][CH2:48][CH2:47]1)[C:19]([N:21]1[C@H:26]([C:27](=[O:28])[NH:29][C@H:30]2[C:39]3[C:34](=[CH:35][CH:36]=[CH:37][CH:38]=3)[O:33][CH2:32][CH2:31]2)[CH2:25][N:24]2[CH2:40][C@H:41]([O:43][CH2:44][CH3:45])[CH2:42][C@@H:23]2[CH2:22]1)=[O:20])=[O:12])[CH3:16])([CH3:2])([CH3:3])[CH3:4]. The catalyst class is: 9. (2) Reactant: Cl[C:2]1[CH:3]=[N:4][CH:5]=[C:6]([C:10]2[CH:11]=[C:12]3[C:16](=[CH:17][CH:18]=2)[N:15]([C:19](=[O:31])[CH2:20][C:21]2[CH:26]=[CH:25][CH:24]=[C:23]([C:27]([F:30])([F:29])[F:28])[CH:22]=2)[CH2:14][CH2:13]3)[C:7]=1[C:8]#[N:9].[CH3:32][NH:33][NH2:34]. Product: [CH3:32][N:33]1[C:2]2=[CH:3][N:4]=[CH:5][C:6]([C:10]3[CH:11]=[C:12]4[C:16](=[CH:17][CH:18]=3)[N:15]([C:19](=[O:31])[CH2:20][C:21]3[CH:26]=[CH:25][CH:24]=[C:23]([C:27]([F:30])([F:29])[F:28])[CH:22]=3)[CH2:14][CH2:13]4)=[C:7]2[C:8]([NH2:9])=[N:34]1. The catalyst class is: 8. (3) Product: [Cl:1][C:2]1[N:7]=[CH:6][C:5]([CH2:8][NH:12][C:11]#[N:10])=[CH:4][CH:3]=1. Reactant: [Cl:1][C:2]1[N:7]=[CH:6][C:5]([CH2:8]Cl)=[CH:4][CH:3]=1.[N:10]#[C:11][NH2:12].C(=O)([O-])[O-].[K+].[K+]. The catalyst class is: 10. (4) Reactant: [H-].[Al+3].[Li+].[H-].[H-].[H-].CO[C:9]([N:11]1[CH2:16][CH2:15][NH:14][CH:13]([CH2:17][CH2:18][O:19][C:20]2[CH:25]=[CH:24][CH:23]=[CH:22][CH:21]=2)[CH2:12]1)=O.[OH-].[Na+].S([O-])([O-])(=O)=O.[Na+].[Na+]. Product: [CH3:9][N:11]1[CH2:16][CH2:15][NH:14][CH:13]([CH2:17][CH2:18][O:19][C:20]2[CH:25]=[CH:24][CH:23]=[CH:22][CH:21]=2)[CH2:12]1. The catalyst class is: 30. (5) Reactant: [F:1][C:2]1[CH:7]=[CH:6][C:5]([C:8]2([C:18]3[CH:23]=[CH:22][C:21]([F:24])=[CH:20][CH:19]=3)[CH2:12][CH2:11][N:10]([CH2:13][C:14](O)=[O:15])[C:9]2=[O:17])=[CH:4][CH:3]=1.[F:25][C:26]1[CH:31]=[CH:30][C:29]([C:32]([C:40]2[CH:45]=[CH:44][C:43]([F:46])=[CH:42][CH:41]=2)([CH:34]2[CH2:39][CH2:38][NH:37][CH2:36][CH2:35]2)[OH:33])=[CH:28][CH:27]=1.CN(C(ON1N=NC2C=CC=NC1=2)=[N+](C)C)C.F[P-](F)(F)(F)(F)F.C(N(C(C)C)C(C)C)C. Product: [F:25][C:26]1[CH:31]=[CH:30][C:29]([C:32]([C:40]2[CH:41]=[CH:42][C:43]([F:46])=[CH:44][CH:45]=2)([OH:33])[CH:34]2[CH2:35][CH2:36][N:37]([C:14](=[O:15])[CH2:13][N:10]3[CH2:11][CH2:12][C:8]([C:5]4[CH:6]=[CH:7][C:2]([F:1])=[CH:3][CH:4]=4)([C:18]4[CH:19]=[CH:20][C:21]([F:24])=[CH:22][CH:23]=4)[C:9]3=[O:17])[CH2:38][CH2:39]2)=[CH:28][CH:27]=1. The catalyst class is: 2. (6) Reactant: [O:1]1[C:10]2[CH2:9][CH2:8][NH:7][CH2:6][CH2:5][C:4]=2[CH:3]=[CH:2]1.C([O-])(O)=O.[Na+].[C:16](O[C:16]([O:18][C:19]([CH3:22])([CH3:21])[CH3:20])=[O:17])([O:18][C:19]([CH3:22])([CH3:21])[CH3:20])=[O:17]. Product: [O:1]1[C:10]2[CH2:9][CH2:8][N:7]([C:16]([O:18][C:19]([CH3:22])([CH3:21])[CH3:20])=[O:17])[CH2:6][CH2:5][C:4]=2[CH:3]=[CH:2]1. The catalyst class is: 95. (7) Reactant: Cl[CH2:2][C:3]([NH:5][C:6]1[N:7]=[C:8]2[CH:13]=[CH:12][C:11]([O:14][C:15]3[CH:16]=[C:17]([NH:21][C:22](=[O:34])[C:23]4[CH:28]=[CH:27][CH:26]=[C:25]([C:29]5([C:32]#[N:33])[CH2:31][CH2:30]5)[CH:24]=4)[CH:18]=[CH:19][CH:20]=3)=[N:10][N:9]2[CH:35]=1)=[O:4].[CH3:36][N:37]1[CH2:42][CH2:41][NH:40][CH2:39][CH2:38]1.C(=O)([O-])O.[Na+]. Product: [C:32]([C:29]1([C:25]2[CH:24]=[C:23]([CH:28]=[CH:27][CH:26]=2)[C:22]([NH:21][C:17]2[CH:18]=[CH:19][CH:20]=[C:15]([O:14][C:11]3[CH:12]=[CH:13][C:8]4[N:9]([CH:35]=[C:6]([NH:5][C:3](=[O:4])[CH2:2][N:40]5[CH2:41][CH2:42][N:37]([CH3:36])[CH2:38][CH2:39]5)[N:7]=4)[N:10]=3)[CH:16]=2)=[O:34])[CH2:31][CH2:30]1)#[N:33]. The catalyst class is: 10.